From a dataset of Forward reaction prediction with 1.9M reactions from USPTO patents (1976-2016). Predict the product of the given reaction. Given the reactants [I-].C[S+](C)C.[C:6]1(=[O:13])[CH2:12][CH2:11][CH2:10][CH2:9][CH2:8][CH2:7]1.[CH3:14]C(C)([O-])C.[K+], predict the reaction product. The product is: [O:13]1[C:6]2([CH2:12][CH2:11][CH2:10][CH2:9][CH2:8][CH2:7]2)[CH2:14]1.